Dataset: Full USPTO retrosynthesis dataset with 1.9M reactions from patents (1976-2016). Task: Predict the reactants needed to synthesize the given product. (1) Given the product [C:1]([O:5][C:6]([N:8]1[CH2:9][CH2:10][CH:11]([C:14]2[CH:19]=[C:18]([CH3:20])[C:17]([C:21]([OH:23])=[O:22])=[CH:16][C:15]=2[S:25]([CH3:28])(=[O:27])=[O:26])[CH2:12][CH2:13]1)=[O:7])([CH3:3])([CH3:4])[CH3:2], predict the reactants needed to synthesize it. The reactants are: [C:1]([O:5][C:6]([N:8]1[CH2:13][CH2:12][CH:11]([C:14]2[CH:19]=[C:18]([CH3:20])[C:17]([C:21]([O:23]C)=[O:22])=[CH:16][C:15]=2[S:25]([CH3:28])(=[O:27])=[O:26])[CH2:10][CH2:9]1)=[O:7])([CH3:4])([CH3:3])[CH3:2].O.[OH-].[Li+]. (2) Given the product [F:22][C:21]1[C:16]([NH:1][C@H:2]2[CH2:6][CH2:5][CH2:4][C@@H:3]2[NH:7][C:8](=[O:14])[O:9][C:10]([CH3:11])([CH3:13])[CH3:12])=[N:17][CH:18]=[C:19]([C:23]([F:25])([F:24])[F:26])[CH:20]=1, predict the reactants needed to synthesize it. The reactants are: [NH2:1][C@H:2]1[CH2:6][CH2:5][CH2:4][C@@H:3]1[NH:7][C:8](=[O:14])[O:9][C:10]([CH3:13])([CH3:12])[CH3:11].F[C:16]1[C:21]([F:22])=[CH:20][C:19]([C:23]([F:26])([F:25])[F:24])=[CH:18][N:17]=1.CCN(C(C)C)C(C)C. (3) Given the product [O:6]=[C:1]1[CH2:5][CH2:4][CH2:3][CH:2]1[C:7]([O:8][CH2:9][CH3:10])=[O:11], predict the reactants needed to synthesize it. The reactants are: [C:1]1(=[O:6])[CH2:5][CH2:4][CH2:3][CH2:2]1.[C:7](=O)([O:11]CC)[O:8][CH2:9][CH3:10].[H-].[Na+]. (4) Given the product [CH2:1]([O:8][C:9]([N:11]1[C@@H:15]([CH2:16][C:17]([N:28]([C:29]2[CH:34]=[CH:33][CH:32]=[CH:31][CH:30]=2)[CH2:27][C:26]([O:25][C:21]([CH3:24])([CH3:22])[CH3:23])=[O:35])=[O:18])[C:14](=[O:20])[O:13][CH2:12]1)=[O:10])[C:2]1[CH:7]=[CH:6][CH:5]=[CH:4][CH:3]=1, predict the reactants needed to synthesize it. The reactants are: [CH2:1]([O:8][C:9]([N:11]1[C@@H:15]([CH2:16][C:17](Cl)=[O:18])[C:14](=[O:20])[O:13][CH2:12]1)=[O:10])[C:2]1[CH:7]=[CH:6][CH:5]=[CH:4][CH:3]=1.[C:21]([O:25][C:26](=[O:35])[CH2:27][NH:28][C:29]1[CH:34]=[CH:33][CH:32]=[CH:31][CH:30]=1)([CH3:24])([CH3:23])[CH3:22]. (5) Given the product [CH3:32][C:26]1[CH:27]=[C:28]([CH3:31])[CH:29]=[CH:30][C:25]=1[O:24][CH2:23][C@H:22]([OH:33])[CH2:21][NH:20][C:9]1[C:8]([C:5]2[NH:46][C:45]3[C:37](=[CH:38][C:39]4[CH2:40][N:41]([CH:48]5[CH2:53][CH2:52][N:51]([CH3:54])[CH2:50][CH2:49]5)[C:42](=[O:47])[C:43]=4[CH:44]=3)[N:36]=2)=[C:13]([OH:14])[C:12]([O:18][CH3:19])=[CH:11][CH:10]=1, predict the reactants needed to synthesize it. The reactants are: CC1(C)CO[CH:5]([C:8]2[C:13]([O:14]COC)=[C:12]([O:18][CH3:19])[CH:11]=[CH:10][C:9]=2[NH:20][CH2:21][C@@H:22]([OH:33])[CH2:23][O:24][C:25]2[CH:30]=[CH:29][C:28]([CH3:31])=[CH:27][C:26]=2[CH3:32])OC1.Cl.[NH2:36][C:37]1[CH:38]=[C:39]2[C:43](=[CH:44][C:45]=1[NH2:46])[C:42](=[O:47])[N:41]([CH:48]1[CH2:53][CH2:52][N:51]([CH3:54])[CH2:50][CH2:49]1)[CH2:40]2.CC(O)=O. (6) Given the product [Cl:7][C:8]1[C:16]([Cl:17])=[C:15]2[C:11]([CH2:12][C:13]([CH:19]3[CH2:23][CH2:22][CH2:21][CH2:20]3)([CH3:18])[CH2:14]2)=[CH:10][C:9]=1[O:24][C:25]([C:27]1[CH:28]=[CH:29][C:30]([C:31]([NH:48][S:45]([C:42]2[CH:43]=[CH:44][C:39]([CH3:38])=[CH:40][CH:41]=2)(=[O:46])=[O:47])=[O:32])=[CH:34][CH:35]=1)=[O:26], predict the reactants needed to synthesize it. The reactants are: C(Cl)(=O)C(Cl)=O.[Cl:7][C:8]1[C:16]([Cl:17])=[C:15]2[C:11]([CH2:12][C:13]([CH:19]3[CH2:23][CH2:22][CH2:21][CH2:20]3)([CH3:18])[CH2:14]2)=[CH:10][C:9]=1[O:24][C:25]([C:27]1[CH:35]=[CH:34][C:30]([C:31](O)=[O:32])=[CH:29][CH:28]=1)=[O:26].[H-].[Na+].[CH3:38][C:39]1[CH:40]=[CH:41][C:42]([S:45]([NH2:48])(=[O:47])=[O:46])=[CH:43][CH:44]=1. (7) Given the product [Cl:1][C:2]1[CH:3]=[C:4]([CH:8]=[CH:9][C:10]=1[C:11]([N:13]1[CH2:17][CH:16]=[CH:15][CH2:14]1)=[O:12])[C:5]([NH:43][CH:40]([C:54]1[NH:55][C:56]2[C:52]([CH:53]=1)=[CH:51][C:50]([Cl:49])=[CH:58][CH:57]=2)[C:27]1[CH:28]=[CH:29][CH:30]=[CH:31][CH:32]=1)=[O:7], predict the reactants needed to synthesize it. The reactants are: [Cl:1][C:2]1[CH:3]=[C:4]([CH:8]=[CH:9][C:10]=1[C:11]([N:13]1[CH2:17][CH:16]=[CH:15][CH2:14]1)=[O:12])[C:5]([OH:7])=O.CN(C(ON1N=N[C:28]2[CH:29]=[CH:30][CH:31]=[CH:32][C:27]1=2)=[N+](C)C)C.[B-](F)(F)(F)F.[CH:40]([N:43](C(C)C)CC)(C)C.[Cl:49][C:50]1[CH:51]=[C:52]2[C:56](=[CH:57][CH:58]=1)[NH:55][C:54](NCC1C=CC=CC=1)=[CH:53]2.ClCl. (8) The reactants are: [CH:1]([N:14]1[CH2:19][CH2:18][NH:17][CH2:16][CH2:15]1)([C:8]1[CH:13]=[CH:12][CH:11]=[CH:10][CH:9]=1)[C:2]1[CH:7]=[CH:6][CH:5]=[CH:4][CH:3]=1.[O:20]=[C:21]1[C:25]([C:32]2[CH:37]=[CH:36][CH:35]=[CH:34][CH:33]=2)([C:26]2[CH:31]=[CH:30][CH:29]=[CH:28][CH:27]=2)[CH2:24][CH2:23][N:22]1[CH2:38][C:39](O)=[O:40].Cl.C(N=C=NCCCN(C)C)C. Given the product [CH:1]([N:14]1[CH2:19][CH2:18][N:17]([C:39](=[O:40])[CH2:38][N:22]2[CH2:23][CH2:24][C:25]([C:26]3[CH:31]=[CH:30][CH:29]=[CH:28][CH:27]=3)([C:32]3[CH:37]=[CH:36][CH:35]=[CH:34][CH:33]=3)[C:21]2=[O:20])[CH2:16][CH2:15]1)([C:8]1[CH:13]=[CH:12][CH:11]=[CH:10][CH:9]=1)[C:2]1[CH:7]=[CH:6][CH:5]=[CH:4][CH:3]=1, predict the reactants needed to synthesize it.